From a dataset of Full USPTO retrosynthesis dataset with 1.9M reactions from patents (1976-2016). Predict the reactants needed to synthesize the given product. (1) Given the product [Cl:8][C:4]1[N:3]=[C:2]([NH:17][C@H:16]([CH3:18])[C:15]([O:14][C:10]([CH3:13])([CH3:12])[CH3:11])=[O:19])[CH:7]=[N:6][CH:5]=1, predict the reactants needed to synthesize it. The reactants are: Cl[C:2]1[CH:7]=[N:6][CH:5]=[C:4]([Cl:8])[N:3]=1.Cl.[C:10]([O:14][C:15](=[O:19])[C@@H:16]([CH3:18])[NH2:17])([CH3:13])([CH3:12])[CH3:11].CS(C)=O.CCN(C(C)C)C(C)C. (2) The reactants are: [CH2:1]([N:8]1[CH2:13][CH2:12][CH:11]([CH2:14][C:15]([CH3:20])([CH3:19])[CH2:16][C:17]#N)[CH2:10][CH2:9]1)[C:2]1[CH:7]=[CH:6][CH:5]=[CH:4][CH:3]=1.[OH-:21].[K+].Cl.S(Cl)(Cl)=O.C(O)[CH2:29][OH:30]. Given the product [CH2:1]([N:8]1[CH2:13][CH2:12][CH:11]([CH2:14][C:15]([CH3:20])([CH3:19])[CH2:16][C:17]([O:30][CH3:29])=[O:21])[CH2:10][CH2:9]1)[C:2]1[CH:7]=[CH:6][CH:5]=[CH:4][CH:3]=1, predict the reactants needed to synthesize it.